This data is from Catalyst prediction with 721,799 reactions and 888 catalyst types from USPTO. The task is: Predict which catalyst facilitates the given reaction. (1) Reactant: Cl[C:2]1[C:3]([CH3:22])=[N:4][C:5]2[C:10]([N:11]=1)=[C:9]([C:12]1[NH:20][C:19]3[CH2:18][CH2:17][NH:16][C:15](=[O:21])[C:14]=3[CH:13]=1)[CH:8]=[CH:7][CH:6]=2.[CH3:23][N:24]1[CH:28]=[CH:27][N:26]=[C:25]1[Sn](CCCC)(CCCC)CCCC. Product: [CH3:22][C:3]1[C:2]([C:25]2[N:24]([CH3:23])[CH:28]=[CH:27][N:26]=2)=[N:11][C:10]2[C:5](=[CH:6][CH:7]=[CH:8][C:9]=2[C:12]2[NH:20][C:19]3[CH2:18][CH2:17][NH:16][C:15](=[O:21])[C:14]=3[CH:13]=2)[N:4]=1. The catalyst class is: 109. (2) Product: [Cl:4][C:5]1[CH:6]=[C:7]([I:12])[C:8]([O:11][CH3:13])=[CH:9][N:10]=1. Reactant: [H-].[Na+].Cl.[Cl:4][C:5]1[N:10]=[CH:9][C:8]([OH:11])=[C:7]([I:12])[CH:6]=1.[CH3:13]I. The catalyst class is: 9. (3) Reactant: [CH3:1][C:2](=[O:10])[CH2:3][CH2:4][CH2:5][CH2:6][CH2:7][CH2:8][CH3:9].CO[CH:13](OC)[N:14]([CH3:16])[CH3:15]. Product: [CH3:13][N:14]([CH:16]=[CH:1][C:2](=[O:10])[CH2:3][CH2:4][CH2:5][CH2:6][CH2:7][CH2:8][CH3:9])[CH3:15]. The catalyst class is: 9. (4) Reactant: [F:1][C:2]1[CH:7]=[CH:6][C:5]([O:8][CH3:9])=[CH:4][C:3]=1[C:10]1[CH:15]=[CH:14][C:13]([C:16]([O:18][CH3:19])=[O:17])=[CH:12][C:11]=1[CH:20]1[C:24](=[O:25])[CH2:23][CH2:22][CH:21]1[CH3:26].[BH4-].[Na+]. Product: [F:1][C:2]1[CH:7]=[CH:6][C:5]([O:8][CH3:9])=[CH:4][C:3]=1[C:10]1[CH:15]=[CH:14][C:13]([C:16]([O:18][CH3:19])=[O:17])=[CH:12][C:11]=1[CH:20]1[CH:21]([CH3:26])[CH2:22][CH2:23][CH:24]1[OH:25]. The catalyst class is: 36.